Dataset: Reaction yield outcomes from USPTO patents with 853,638 reactions. Task: Predict the reaction yield, written as a fraction of the theoretical maximum amount of product (1.0 means a 100% yield; for example, 0.34 means a 34% yield). (1) The catalyst is COCCOC.C([O-])(=O)C.[Pd+2].C([O-])(=O)C.CN(C1C=CC=CC=1C1C=CC=CC=1P(C1CCCCC1)C1CCCCC1)C. The yield is 0.750. The product is [C:27]1([CH3:36])[CH:32]=[CH:31][CH:30]=[C:29]([C:9]2[CH:10]=[CH:11][C:12]3[O:16][C:15]([N:17]4[CH:23]5[CH2:24][CH2:25][N:20]([CH2:21][CH2:22]5)[CH2:19][CH2:18]4)=[N:14][C:13]=3[CH:26]=2)[CH:28]=1. The reactants are CCN(CC)CC.Br[C:9]1[CH:10]=[CH:11][C:12]2[O:16][C:15]([N:17]3[CH:23]4[CH2:24][CH2:25][N:20]([CH2:21][CH2:22]4)[CH2:19][CH2:18]3)=[N:14][C:13]=2[CH:26]=1.[C:27]1([CH3:36])[CH:32]=[CH:31][CH:30]=[C:29](B(O)O)[CH:28]=1.[F-].[Cs+]. (2) The reactants are [Cl:1][C:2]1[N:7]=[CH:6][C:5]2[C:8]([C:14]([OH:16])=O)=[N:9][N:10]([CH:11]([CH3:13])[CH3:12])[C:4]=2[CH:3]=1.C[N:18](C(ON1N=NC2C1=CC=CC=2)=[N+](C)C)C.F[P-](F)(F)(F)(F)F.C(N(CC)C(C)C)(C)C.[OH-].[NH4+]. The catalyst is CN(C)C=O.C(=O)(O)[O-].[Na+]. The product is [Cl:1][C:2]1[N:7]=[CH:6][C:5]2[C:8]([C:14]([NH2:18])=[O:16])=[N:9][N:10]([CH:11]([CH3:12])[CH3:13])[C:4]=2[CH:3]=1. The yield is 0.380. (3) The reactants are Cl[C:2]1[N:3]=[C:4]([NH:18][CH3:19])[C:5]2[N:11]=[C:10]([N:12]([CH3:15])[NH:13][CH3:14])[N:9]=[C:8]([NH:16][CH3:17])[C:6]=2[N:7]=1.[CH3:20][NH:21][CH3:22].C1COCC1. The catalyst is O1CCOCC1. The product is [CH3:15][N:12]([C:10]1[N:9]=[C:8]([NH:16][CH3:17])[C:6]2[N:7]=[C:2]([N:21]([CH3:22])[CH3:20])[N:3]=[C:4]([NH:18][CH3:19])[C:5]=2[N:11]=1)[NH:13][CH3:14]. The yield is 0.670.